Dataset: Forward reaction prediction with 1.9M reactions from USPTO patents (1976-2016). Task: Predict the product of the given reaction. (1) Given the reactants Br[C:2]1[N:3]([S:16]([C:19]2[CH:20]=[N:21][CH:22]=[CH:23][CH:24]=2)(=[O:18])=[O:17])[C:4]([C:9]2[CH:14]=[CH:13][CH:12]=[CH:11][C:10]=2[F:15])=[CH:5][C:6]=1[CH:7]=[O:8].[Cu][C:26]#[N:27], predict the reaction product. The product is: [F:15][C:10]1[CH:11]=[CH:12][CH:13]=[CH:14][C:9]=1[C:4]1[N:3]([S:16]([C:19]2[CH:20]=[N:21][CH:22]=[CH:23][CH:24]=2)(=[O:18])=[O:17])[C:2]([C:26]#[N:27])=[C:6]([CH:7]=[O:8])[CH:5]=1. (2) Given the reactants [OH:1][C:2]1[CH:10]=[C:9]2[C:5]([CH2:6][CH2:7][CH2:8]2)=[CH:4][C:3]=1[C:11]1([CH2:27]O)[C:19]2[C:14](=[CH:15][CH:16]=[CH:17][CH:18]=2)[N:13]([CH2:20][C:21]([O:23][CH2:24][CH3:25])=[O:22])[C:12]1=[O:26].C1(P(C2C=CC=CC=2)C2C=CC=CC=2)C=CC=CC=1.N(C(OCC)=O)=NC(OCC)=O, predict the reaction product. The product is: [O:26]=[C:12]1[C:11]2([CH2:27][O:1][C:2]3[CH:10]=[C:9]4[C:5](=[CH:4][C:3]2=3)[CH2:6][CH2:7][CH2:8]4)[C:19]2[C:14](=[CH:15][CH:16]=[CH:17][CH:18]=2)[N:13]1[CH2:20][C:21]([O:23][CH2:24][CH3:25])=[O:22]. (3) Given the reactants [CH:1]([C:4]1[CH:12]=[CH:11][C:10]([CH3:13])=[C:6]([C:7]([OH:9])=O)[C:5]=1[OH:14])([CH3:3])[CH3:2].[Cl:15][C:16]1[CH:22]=[C:21]([N+:23]([O-:25])=[O:24])[CH:20]=[CH:19][C:17]=1[NH2:18], predict the reaction product. The product is: [Cl:15][C:16]1[CH:22]=[C:21]([N+:23]([O-:25])=[O:24])[CH:20]=[CH:19][C:17]=1[NH:18][C:7](=[O:9])[C:6]1[C:10]([CH3:13])=[CH:11][CH:12]=[C:4]([CH:1]([CH3:2])[CH3:3])[C:5]=1[OH:14]. (4) Given the reactants [I:1][C:2]1[CH:3]=[C:4]2[C:8](=[CH:9][CH:10]=1)[NH:7][C:6](=[O:11])[C:5]2=O.[F:13][C:14]([F:26])([F:25])[C:15]1[CH:24]=[CH:23][C:18]([C:19]([NH:21][NH2:22])=[O:20])=[CH:17][CH:16]=1, predict the reaction product. The product is: [I:1][C:2]1[CH:3]=[C:4]2[C:8](=[CH:9][CH:10]=1)[NH:7][C:6](=[O:11])[C:5]2=[N:22][NH:21][C:19](=[O:20])[C:18]1[CH:17]=[CH:16][C:15]([C:14]([F:13])([F:26])[F:25])=[CH:24][CH:23]=1. (5) Given the reactants [NH:1]1[C:9]2[C:4](=[CH:5][C:6]([NH:10][C:11]3[C:20]4[C:15](=[CH:16][C:17]([O:29][CH3:30])=[CH:18][C:19]=4[O:21][CH:22]4[CH2:27][CH2:26][N:25]([CH3:28])[CH2:24][CH2:23]4)[N:14]=[CH:13][N:12]=3)=[CH:7][CH:8]=2)[CH:3]=[CH:2]1.Cl[CH2:32][C:33]1[CH:37]=[C:36]([CH3:38])[O:35][N:34]=1, predict the reaction product. The product is: [CH3:38][C:36]1[O:35][N:34]=[C:33]([CH2:32][N:1]2[C:9]3[C:4](=[CH:5][C:6]([NH:10][C:11]4[C:20]5[C:15](=[CH:16][C:17]([O:29][CH3:30])=[CH:18][C:19]=5[O:21][CH:22]5[CH2:23][CH2:24][N:25]([CH3:28])[CH2:26][CH2:27]5)[N:14]=[CH:13][N:12]=4)=[CH:7][CH:8]=3)[CH:3]=[CH:2]2)[CH:37]=1. (6) The product is: [CH3:19][O:17][C:7]1([C:1]2[CH:6]=[CH:5][CH:4]=[CH:3][CH:2]=2)[CH2:16][CH2:15][C:10]2([O:14][CH2:13][CH2:12][O:11]2)[CH2:9][CH2:8]1. Given the reactants [C:1]1([C:7]2([OH:17])[CH2:16][CH2:15][C:10]3([O:14][CH2:13][CH2:12][O:11]3)[CH2:9][CH2:8]2)[CH:6]=[CH:5][CH:4]=[CH:3][CH:2]=1.I[CH3:19].[H-].[Na+].O, predict the reaction product.